This data is from Forward reaction prediction with 1.9M reactions from USPTO patents (1976-2016). The task is: Predict the product of the given reaction. (1) Given the reactants [Cl:1][C:2]1[CH:3]=[C:4]([C:8]2[N:9]=[C:10]3[CH2:15][NH:14][CH2:13][CH2:12][N:11]3[CH:16]=2)[CH:5]=[CH:6][CH:7]=1.F[B-](F)(F)F.C([PH+](C(C)(C)C)C(C)(C)C)(C)(C)C.I[C:36]1[CH:37]=[N:38][CH:39]=[CH:40][CH:41]=1.CC(C)([O-])C.[Na+], predict the reaction product. The product is: [Cl:1][C:2]1[CH:3]=[C:4]([C:8]2[N:9]=[C:10]3[CH2:15][N:14]([C:36]4[CH:37]=[N:38][CH:39]=[CH:40][CH:41]=4)[CH2:13][CH2:12][N:11]3[CH:16]=2)[CH:5]=[CH:6][CH:7]=1. (2) Given the reactants [OH:1][C:2]1[CH:3]=[C:4]([CH:8]=[C:9]([N:11]2[CH2:15][CH2:14][CH2:13][C:12]2=[O:16])[CH:10]=1)[C:5]([OH:7])=[O:6].[CH2:17]([O:24]CCO)[C:18]1C=CC=CC=1, predict the reaction product. The product is: [OH:24][CH2:17][CH2:18][O:1][C:2]1[CH:3]=[C:4]([CH:8]=[C:9]([N:11]2[CH2:15][CH2:14][CH2:13][C:12]2=[O:16])[CH:10]=1)[C:5]([OH:7])=[O:6].